From a dataset of Forward reaction prediction with 1.9M reactions from USPTO patents (1976-2016). Predict the product of the given reaction. (1) The product is: [Cl:17][C:4]1[CH:3]=[C:2]([C:25]2[CH:24]=[CH:23][C:22]3[O:18][CH2:19][CH2:20][C:21]=3[CH:26]=2)[C:10]2[N:9]3[CH2:11][CH2:12][NH:13][C:14](=[O:15])[C:8]3=[C:7]([CH3:16])[C:6]=2[CH:5]=1. Given the reactants Br[C:2]1[C:10]2[N:9]3[CH2:11][CH2:12][NH:13][C:14](=[O:15])[C:8]3=[C:7]([CH3:16])[C:6]=2[CH:5]=[C:4]([Cl:17])[CH:3]=1.[O:18]1[C:22]2[CH:23]=[CH:24][C:25](B(O)O)=[CH:26][C:21]=2[CH2:20][CH2:19]1, predict the reaction product. (2) Given the reactants Br[C:2]1[CH:3]=[C:4]([N:9]2[C:17]3[CH:16]=[CH:15][N:14]([CH3:18])[C:13](=[O:19])[C:12]=3[N:11]=[CH:10]2)[CH:5]=[CH:6][C:7]=1[F:8].[F:20][C:21]1[CH:22]=[N:23][CH:24]=[C:25](B2OC(C)(C)C(C)(C)O2)[CH:26]=1, predict the reaction product. The product is: [F:8][C:7]1[CH:6]=[CH:5][C:4]([N:9]2[C:17]3[CH:16]=[CH:15][N:14]([CH3:18])[C:13](=[O:19])[C:12]=3[N:11]=[CH:10]2)=[CH:3][C:2]=1[C:25]1[CH:24]=[N:23][CH:22]=[C:21]([F:20])[CH:26]=1. (3) Given the reactants [Cl:1][C:2]1[C:7]([C:8]#[N:9])=[CH:6][C:5](F)=[N:4][CH:3]=1.[Na].Cl.[CH3:13][OH:14], predict the reaction product. The product is: [Cl-:1].[Cl:1][C:2]1[C:7]([CH2:8][NH3+:9])=[CH:6][C:5]([O:14][CH3:13])=[N:4][CH:3]=1. (4) Given the reactants [CH2:1]([N:8]([CH2:21][C:22]1[CH:32]=[CH:31][C:25]([N:26](CC)CC)=[CH:24][CH:23]=1)[CH2:9][C:10]1[CH:15]=[CH:14][C:13]([N:16](CC)CC)=[CH:12][CH:11]=1)[C:2]1[CH:7]=[CH:6][CH:5]=[CH:4][CH:3]=1.[CH3:33][S:34]([OH:37])(=[O:36])=[O:35], predict the reaction product. The product is: [CH3:33][S:34]([O-:37])(=[O:36])=[O:35].[NH2:16][C:13]1[CH:14]=[CH:15][C:10]([CH2:9][NH+:8]([CH2:21][C:22]2[CH:23]=[CH:24][C:25]([NH2:26])=[CH:31][CH:32]=2)[CH2:1][C:2]2[CH:7]=[CH:6][CH:5]=[CH:4][CH:3]=2)=[CH:11][CH:12]=1. (5) Given the reactants Cl[C:2]1[N:10]([CH2:11][CH:12]=[C:13]([CH3:15])[CH3:14])[C:9]2[C:8](=[O:16])[NH:7][C:6](=[O:17])[N:5]([CH3:18])[C:4]=2[N:3]=1.C(=O)([O-])[O-].[K+].[K+].I[CH2:26][C:27]([O:29][CH2:30][CH3:31])=[O:28].C(OC([N:39]1[CH2:45][CH2:44][CH2:43][NH:42][CH2:41][CH2:40]1)=O)(C)(C)C.[F:46][C:47]([F:52])([F:51])[C:48]([OH:50])=[O:49], predict the reaction product. The product is: [F:46][C:47]([F:52])([F:51])[C:48]([OH:50])=[O:49].[CH2:30]([O:29][C:27](=[O:28])[CH2:26][N:7]1[C:8](=[O:16])[C:9]2[N:10]([CH2:11][CH:12]=[C:13]([CH3:15])[CH3:14])[C:2]([N:39]3[CH2:45][CH2:44][CH2:43][NH:42][CH2:41][CH2:40]3)=[N:3][C:4]=2[N:5]([CH3:18])[C:6]1=[O:17])[CH3:31]. (6) Given the reactants [NH2:1][C:2]1[CH:7]=[CH:6][CH:5]=[CH:4][CH:3]=1.N(OC(C)(C)C)=O.C[Si](N=[N+:20]=[N-:21])(C)C.[N+:22]([C:25]1[C:26]([N:31]2[CH2:36][CH2:35][C:34](=[CH:37][C:38]#[CH:39])[CH2:33][CH2:32]2)=[N:27][CH:28]=[CH:29][CH:30]=1)([O-:24])=[O:23].O=C1O[C@H]([C@H](CO)O)C([O-])=C1O.[Na+], predict the reaction product. The product is: [N+:22]([C:25]1[C:26]([N:31]2[CH2:36][CH2:35][C:34](=[CH:37][C:38]3[N:20]=[N:21][N:1]([C:2]4[CH:7]=[CH:6][CH:5]=[CH:4][CH:3]=4)[CH:39]=3)[CH2:33][CH2:32]2)=[N:27][CH:28]=[CH:29][CH:30]=1)([O-:24])=[O:23]. (7) Given the reactants Br[C:2]1[CH:7]=[CH:6][C:5]([NH:8][S:9]([CH3:12])(=[O:11])=[O:10])=[CH:4][C:3]=1[Cl:13].[Cl:14][C:15]1[CH:20]=[CH:19][C:18](B(O)O)=[CH:17][C:16]=1[F:24], predict the reaction product. The product is: [Cl:13][C:3]1[CH:4]=[C:5]([NH:8][S:9]([CH3:12])(=[O:11])=[O:10])[CH:6]=[CH:7][C:2]=1[C:18]1[CH:19]=[CH:20][C:15]([Cl:14])=[C:16]([F:24])[CH:17]=1. (8) Given the reactants C[O:2][C:3](=[O:30])[CH2:4][C:5]1[C:6]2[CH:29]=[CH:28][CH:27]=[N:26][C:7]=2[N:8]2[C:13]=1[CH2:12][CH2:11][CH:10]([N:14]([S:16]([C:19]1[CH:24]=[CH:23][C:22]([F:25])=[CH:21][CH:20]=1)(=[O:18])=[O:17])[CH3:15])[CH2:9]2.C1COCC1.O.[Li+].[OH-].CC(O)=O, predict the reaction product. The product is: [F:25][C:22]1[CH:23]=[CH:24][C:19]([S:16]([N:14]([CH3:15])[CH:10]2[CH2:11][CH2:12][C:13]3[N:8]([C:7]4[N:26]=[CH:27][CH:28]=[CH:29][C:6]=4[C:5]=3[CH2:4][C:3]([OH:30])=[O:2])[CH2:9]2)(=[O:17])=[O:18])=[CH:20][CH:21]=1.